From a dataset of Forward reaction prediction with 1.9M reactions from USPTO patents (1976-2016). Predict the product of the given reaction. (1) Given the reactants [BH4-].[Na+].[Cl-].[Ca+2].[Cl-].C1COCC1.[Cl:11][C:12]1[N:22]=[CH:21][C:20]([CH2:23][N:24]2[C:28]([CH3:29])=[C:27]([C:30]3[CH:35]=[CH:34][C:33]([C:36]#[N:37])=[CH:32][CH:31]=3)[C:26]([C:38]#[N:39])=[C:25]2[CH:40]2[CH2:42][CH2:41]2)=[CH:19][C:13]=1[C:14](OCC)=[O:15], predict the reaction product. The product is: [Cl:11][C:12]1[N:22]=[CH:21][C:20]([CH2:23][N:24]2[C:28]([CH3:29])=[C:27]([C:30]3[CH:35]=[CH:34][C:33]([C:36]#[N:37])=[CH:32][CH:31]=3)[C:26]([C:38]#[N:39])=[C:25]2[CH:40]2[CH2:42][CH2:41]2)=[CH:19][C:13]=1[CH2:14][OH:15]. (2) Given the reactants Br[C:2]1[C:7]([CH3:8])=[CH:6][CH:5]=[CH:4][N:3]=1.C([Li])CCC.CCCCCC.[CH3:20][C:21]1[CH:22]=[C:23]([O:26][C:27]=1[CH3:28])[CH:24]=[O:25].O, predict the reaction product. The product is: [CH3:20][C:21]1[CH:22]=[C:23]([CH:24]([C:2]2[C:7]([CH3:8])=[CH:6][CH:5]=[CH:4][N:3]=2)[OH:25])[O:26][C:27]=1[CH3:28]. (3) Given the reactants [CH2:1]([N:5]([CH2:45][CH2:46][CH2:47][CH3:48])[C:6]([C:8]1[N:9]=[C:10]([C:21]2[CH:30]=[CH:29][C:24]([C:25]([O:27][CH3:28])=[O:26])=[CH:23][C:22]=2[C:31]([N:33]2[C@H:42]([CH2:43]O)[CH2:41][C:40]3[C:35](=[CH:36][CH:37]=[CH:38][CH:39]=3)[CH2:34]2)=[O:32])[N:11]([CH2:13]CC2C=CC=CC=2)[CH:12]=1)=[O:7])[CH2:2][CH2:3][CH3:4].C(N(CCCC)C(C1N=C(C2C=CC(C(OC)=O)=CC=2C(O)=O)N(C)C=1)=O)CCC.[N:79](C[C@@H]1CC2C(=CC=CC=2)CN1)=[N+:80]=[N-:81], predict the reaction product. The product is: [N:79]([CH2:43][C@@H:42]1[CH2:41][C:40]2[C:35](=[CH:36][CH:37]=[CH:38][CH:39]=2)[CH2:34][N:33]1[C:31]([C:22]1[CH:23]=[C:24]([CH:29]=[CH:30][C:21]=1[C:10]1[N:11]([CH3:13])[CH:12]=[C:8]([C:6](=[O:7])[N:5]([CH2:1][CH2:2][CH2:3][CH3:4])[CH2:45][CH2:46][CH2:47][CH3:48])[N:9]=1)[C:25]([O:27][CH3:28])=[O:26])=[O:32])=[N+:80]=[N-:81]. (4) Given the reactants [CH3:1][C:2]1[CH:7]=[C:6]([CH3:8])[NH:5][C:4](=[O:9])[C:3]=1[C:10]#[N:11].[Br:12]Br, predict the reaction product. The product is: [Br:12][C:7]1[C:2]([CH3:1])=[C:3]([C:10]#[N:11])[C:4](=[O:9])[NH:5][C:6]=1[CH3:8]. (5) Given the reactants [H-].[Na+].C(OP([CH2:11][C:12]([O:14][CH2:15][CH3:16])=[O:13])(OCC)=O)C.[Br:17][C:18]1[CH:19]=[CH:20][C:21]([N:26]2[CH2:30][CH2:29][CH2:28][CH:27]2[CH3:31])=[C:22]([CH:25]=1)[CH:23]=O.O, predict the reaction product. The product is: [Br:17][C:18]1[CH:19]=[CH:20][C:21]([N:26]2[CH2:30][CH2:29][CH2:28][CH:27]2[CH3:31])=[C:22](/[CH:23]=[CH:11]/[C:12]([O:14][CH2:15][CH3:16])=[O:13])[CH:25]=1. (6) Given the reactants [O:1]=[C:2]1[C:10](=[O:11])[C:9]2[C:4](=[CH:5][CH:6]=[C:7]([C:12]3([C:16]([OH:18])=[O:17])[CH2:15][CH2:14][CH2:13]3)[CH:8]=2)[NH:3]1.O.[C:20]1(C)C=CC(S(O)(=O)=O)=C[CH:21]=1, predict the reaction product. The product is: [O:1]=[C:2]1[C:10](=[O:11])[C:9]2[C:4](=[CH:5][CH:6]=[C:7]([C:12]3([C:16]([O:18][CH2:20][CH3:21])=[O:17])[CH2:13][CH2:14][CH2:15]3)[CH:8]=2)[NH:3]1. (7) Given the reactants [S-:1][C:2]#[N:3].[K+].[NH2:5][C:6]1[CH:7]=[CH:8][C:9]([N:12]([CH3:26])[C:13]2[CH:14]=[C:15]([NH:19][C:20](=[O:25])[C:21]([F:24])([F:23])[F:22])[CH:16]=[CH:17][CH:18]=2)=[N:10][CH:11]=1.BrBr, predict the reaction product. The product is: [NH2:3][C:2]1[S:1][C:11]2[C:6]([N:5]=1)=[CH:7][CH:8]=[C:9]([N:12]([CH3:26])[C:13]1[CH:14]=[C:15]([NH:19][C:20](=[O:25])[C:21]([F:24])([F:22])[F:23])[CH:16]=[CH:17][CH:18]=1)[N:10]=2.